This data is from Forward reaction prediction with 1.9M reactions from USPTO patents (1976-2016). The task is: Predict the product of the given reaction. (1) Given the reactants [C:1]([O:5][C:6]([N:8]1[CH:13]2[CH2:14][CH:10]([CH:11]=[CH:12]2)[O:9]1)=[O:7])([CH3:4])([CH3:3])[CH3:2].C(#N)C.O.[BH4-].[Na+], predict the reaction product. The product is: [C:1]([O:5][C:6](=[O:7])[NH:8][CH:13]1[CH2:14][CH:10]([OH:9])[CH:11]=[CH:12]1)([CH3:4])([CH3:2])[CH3:3]. (2) Given the reactants C1(P(C2C=CC=CC=2)C2C=CC=CC=2)C=CC=CC=1.N(C(OC(C)C)=O)=NC([O:24][CH:25]([CH3:27])C)=O.O[CH:35]1[CH2:40][CH2:39][CH2:38][N:37]([C:41]([O:43][CH2:44][C:45]2[CH:50]=[CH:49][CH:48]=[CH:47][CH:46]=2)=[O:42])[CH2:36]1.[S:51]1C=CC=C1CC(O)=O, predict the reaction product. The product is: [C:25]([S:51][CH:35]1[CH2:40][CH2:39][CH2:38][N:37]([C:41]([O:43][CH2:44][C:45]2[CH:50]=[CH:49][CH:48]=[CH:47][CH:46]=2)=[O:42])[CH2:36]1)(=[O:24])[CH3:27]. (3) Given the reactants [CH:1]1([C:9]([O:11]C(C)(C)C)=[O:10])[CH2:8][CH2:7][CH2:6][CH:5]=[CH:4][CH2:3][CH2:2]1.FC(F)(F)C(O)=O.C(O)C.C([O-])(O)=O.[Na+], predict the reaction product. The product is: [CH:1]1([C:9]([OH:11])=[O:10])[CH2:2][CH2:3][CH2:4][CH:5]=[CH:6][CH2:7][CH2:8]1. (4) Given the reactants [Si:1]([O:8][C@H:9]1[C@H:13]([CH2:14][CH3:15])[NH:12][C:11](=[O:16])[CH2:10]1)([C:4]([CH3:7])([CH3:6])[CH3:5])([CH3:3])[CH3:2].I[C:18]1[CH:25]=[CH:24][C:21]([C:22]#[N:23])=[C:20]([C:26]([F:29])([F:28])[F:27])[CH:19]=1.C(=O)([O-])[O-].[Cs+].[Cs+].C1(P(C2C=CC=CC=2)C2C3OC4C(=CC=CC=4P(C4C=CC=CC=4)C4C=CC=CC=4)C(C)(C)C=3C=CC=2)C=CC=CC=1, predict the reaction product. The product is: [Si:1]([O:8][C@@H:9]1[CH2:10][C:11](=[O:16])[N:12]([C:18]2[CH:25]=[CH:24][C:21]([C:22]#[N:23])=[C:20]([C:26]([F:27])([F:29])[F:28])[CH:19]=2)[C@H:13]1[CH2:14][CH3:15])([C:4]([CH3:7])([CH3:6])[CH3:5])([CH3:3])[CH3:2]. (5) Given the reactants C[O:2][C:3](=[O:19])[C:4]1[CH:9]=[CH:8][C:7]([C:10]2[CH:15]=[CH:14][N:13]=[CH:12][C:11]=2[C:16]#[N:17])=[C:6]([F:18])[CH:5]=1.[OH-].[Na+].CO, predict the reaction product. The product is: [C:16]([C:11]1[CH:12]=[N:13][CH:14]=[CH:15][C:10]=1[C:7]1[CH:8]=[CH:9][C:4]([C:3]([OH:19])=[O:2])=[CH:5][C:6]=1[F:18])#[N:17]. (6) Given the reactants [NH:1]1[CH2:6][CH2:5][C:4]2([O:11][C:10]3[C:12]4[C:17]([C:18](=[O:21])[C:19](=[O:20])[C:9]=3[S:8][CH2:7]2)=[CH:16][CH:15]=[CH:14][CH:13]=4)[CH2:3][CH2:2]1.[CH3:22][C:23]1[CH:33]=[CH:32][CH:31]=[CH:30][C:24]=1[O:25][CH2:26][CH:27]1[CH2:29][O:28]1, predict the reaction product. The product is: [OH:28][CH:27]([CH2:26][O:25][C:24]1[CH:30]=[CH:31][CH:32]=[CH:33][C:23]=1[CH3:22])[CH2:29][N:1]1[CH2:2][CH2:3][C:4]2([O:11][C:10]3[C:12]4[C:17]([C:18](=[O:21])[C:19](=[O:20])[C:9]=3[S:8][CH2:7]2)=[CH:16][CH:15]=[CH:14][CH:13]=4)[CH2:5][CH2:6]1. (7) Given the reactants [NH2:1][CH2:2][C:3]1[C:4]([CH2:21][CH2:22][CH2:23][CH2:24][C:25]([O:27][CH2:28][CH3:29])=[O:26])=[C:5]([C:14]2[CH:15]=[N:16][CH:17]=[C:18]([CH3:20])[CH:19]=2)[C:6]2[N:7]([C:9]([CH2:12][CH3:13])=[CH:10][CH:11]=2)[N:8]=1.[C:30](OC(=O)C)(=[O:32])[CH3:31], predict the reaction product. The product is: [C:30]([NH:1][CH2:2][C:3]1[C:4]([CH2:21][CH2:22][CH2:23][CH2:24][C:25]([O:27][CH2:28][CH3:29])=[O:26])=[C:5]([C:14]2[CH:15]=[N:16][CH:17]=[C:18]([CH3:20])[CH:19]=2)[C:6]2[N:7]([C:9]([CH2:12][CH3:13])=[CH:10][CH:11]=2)[N:8]=1)(=[O:32])[CH3:31].